The task is: Predict the reaction yield, written as a fraction of the theoretical maximum amount of product (1.0 means a 100% yield; for example, 0.34 means a 34% yield).. This data is from Reaction yield outcomes from USPTO patents with 853,638 reactions. (1) The reactants are [CH2:1]([O:8][C:9]([N:11]1[CH2:16][CH2:15][CH:14]([CH:17]([O:20][C:21]2[CH:43]=[CH:42][C:24]3[C:25]4[N:29]([CH2:30][CH2:31][O:32][C:23]=3[CH:22]=2)[CH:28]=[C:27]([C:33]2[N:34]([CH:39]([CH3:41])[CH3:40])[N:35]=[C:36]([CH3:38])[N:37]=2)[N:26]=4)[CH2:18]C)[CH2:13][CH2:12]1)=[O:10])[C:2]1[CH:7]=[CH:6][CH:5]=[CH:4][CH:3]=1.C(OC(N1CCC(C(O)C)CC1)=O)C1C=CC=CC=1.C1(P(C2C=CC=CC=2)C2C=CC=CC=2)C=CC=CC=1.CC(OC(/N=N/C(OC(C)C)=O)=O)C. The catalyst is O1CCOCC1.CCOC(C)=O. The product is [CH2:1]([O:8][C:9]([N:11]1[CH2:12][CH2:13][CH:14]([CH:17]([O:20][C:21]2[CH:43]=[CH:42][C:24]3[C:25]4[N:29]([CH2:30][CH2:31][O:32][C:23]=3[CH:22]=2)[CH:28]=[C:27]([C:33]2[N:34]([CH:39]([CH3:40])[CH3:41])[N:35]=[C:36]([CH3:38])[N:37]=2)[N:26]=4)[CH3:18])[CH2:15][CH2:16]1)=[O:10])[C:2]1[CH:7]=[CH:6][CH:5]=[CH:4][CH:3]=1. The yield is 0.200. (2) The yield is 0.392. The reactants are [CH2:1]([O:3][C:4]([CH:6]1[C:15]([CH:16]=O)=[CH:14][C:13]2[C:8](=[C:9]([O:20][CH3:21])[CH:10]=[CH:11][C:12]=2[O:18][CH3:19])[O:7]1)=[O:5])C.[CH3:22][O:23][C:24](=[O:31])[C@@H:25]([NH2:30])[CH2:26][CH:27]([CH3:29])[CH3:28].CCN(C(C)C)C(C)C.C([BH3-])#N.[Na+].C(O)(=O)C. The product is [CH3:1][O:3][C:4]([CH:6]1[C:15]([CH2:16][NH:30][C@H:25]([C:24]([O:23][CH3:22])=[O:31])[CH2:26][CH:27]([CH3:29])[CH3:28])=[CH:14][C:13]2[C:8](=[C:9]([O:20][CH3:21])[CH:10]=[CH:11][C:12]=2[O:18][CH3:19])[O:7]1)=[O:5]. The catalyst is CO. (3) The reactants are S(O)(O[NH2:5])(=O)=O.C([O-])(=O)C.[Na+].[CH2:12]([O:19][C:20]1[CH:21]=[CH:22][C:23]([S:29]([O-:31])=[O:30])=[N:24][C:25]=1[N+:26]([O-:28])=[O:27])[C:13]1[CH:18]=[CH:17][CH:16]=[CH:15][CH:14]=1. The catalyst is O.CO. The product is [CH2:12]([O:19][C:20]1[CH:21]=[CH:22][C:23]([S:29]([NH2:5])(=[O:31])=[O:30])=[N:24][C:25]=1[N+:26]([O-:28])=[O:27])[C:13]1[CH:14]=[CH:15][CH:16]=[CH:17][CH:18]=1. The yield is 0.550.